This data is from Reaction yield outcomes from USPTO patents with 853,638 reactions. The task is: Predict the reaction yield, written as a fraction of the theoretical maximum amount of product (1.0 means a 100% yield; for example, 0.34 means a 34% yield). (1) The reactants are [N:1]1[CH:6]=[CH:5][CH:4]=[CH:3][C:2]=1[NH:7][C:8]([C:10]1[NH:11][C:12]2[C:17]([C:18]=1[C:19]1[CH:24]=[CH:23][CH:22]=[CH:21][CH:20]=1)=[CH:16][C:15]([NH2:25])=[CH:14][CH:13]=2)=[O:9].[C:26]([C:28]1[CH:33]=[CH:32][C:31]([S:34](Cl)(=[O:36])=[O:35])=[CH:30][CH:29]=1)#[N:27]. The catalyst is CCCCCC.C(OCC)(=O)C. The product is [N:1]1[CH:6]=[CH:5][CH:4]=[CH:3][C:2]=1[NH:7][C:8]([C:10]1[NH:11][C:12]2[C:17]([C:18]=1[C:19]1[CH:24]=[CH:23][CH:22]=[CH:21][CH:20]=1)=[CH:16][C:15]([NH:25][S:34]([C:31]1[CH:30]=[CH:29][C:28]([C:26]#[N:27])=[CH:33][CH:32]=1)(=[O:36])=[O:35])=[CH:14][CH:13]=2)=[O:9]. The yield is 0.330. (2) The reactants are [CH3:1][O:2][C:3]1[CH:10]=[C:9]([N+:11]([O-:13])=[O:12])[CH:8]=[CH:7][C:4]=1[CH:5]=[O:6].C1(C)C=CC(S(O)(=O)=O)=CC=1.[CH2:25](O)[CH2:26][OH:27]. The catalyst is C1(C)C=CC=CC=1. The product is [CH3:1][O:2][C:3]1[CH:10]=[C:9]([N+:11]([O-:13])=[O:12])[CH:8]=[CH:7][C:4]=1[CH:5]1[O:27][CH2:26][CH2:25][O:6]1. The yield is 0.950. (3) The reactants are [CH2:1]([NH:8][CH2:9][C:10]1[CH:15]=[CH:14][CH:13]=[CH:12][CH:11]=1)[C:2]1[CH:7]=[CH:6][CH:5]=[CH:4][CH:3]=1.[C:16](OCC)(=[O:18])[CH3:17]. The catalyst is [I-].C([N+](CC)(CC)CC)C. The product is [CH2:9]([N:8]([CH2:1][C:2]1[CH:7]=[CH:6][CH:5]=[CH:4][CH:3]=1)[CH2:17][CH2:16][OH:18])[C:10]1[CH:15]=[CH:14][CH:13]=[CH:12][CH:11]=1. The yield is 0.830. (4) The reactants are [F:1][C:2]1[CH:7]=[C:6]([I:8])[CH:5]=[CH:4][C:3]=1[NH:9][C:10]1[CH:11]=[N:12][CH:13]=[CH:14][C:15]=1[C:16]([OH:18])=O.ON1C2C=CC=CC=2N=N1.Cl.CN(C)CCCN=C=NCC.C(N(CC)CC)C.[OH:48][C:49]1([C@@H:53]2[CH2:58][CH2:57][CH2:56][CH2:55][N:54]2[C:59]([O:61][C:62]([CH3:65])([CH3:64])[CH3:63])=[O:60])[CH2:52][NH:51][CH2:50]1. The catalyst is CN(C=O)C. The product is [F:1][C:2]1[CH:7]=[C:6]([I:8])[CH:5]=[CH:4][C:3]=1[NH:9][C:10]1[CH:11]=[N:12][CH:13]=[CH:14][C:15]=1[C:16]([N:51]1[CH2:52][C:49]([C@@H:53]2[CH2:58][CH2:57][CH2:56][CH2:55][N:54]2[C:59]([O:61][C:62]([CH3:65])([CH3:64])[CH3:63])=[O:60])([OH:48])[CH2:50]1)=[O:18]. The yield is 0.740.